Dataset: Reaction yield outcomes from USPTO patents with 853,638 reactions. Task: Predict the reaction yield, written as a fraction of the theoretical maximum amount of product (1.0 means a 100% yield; for example, 0.34 means a 34% yield). (1) The reactants are [Br-].[Br-].[Br-].C([N+](CCCC)(CCCC)CCCC)CCC.C([N+](CCCC)(CCCC)CCCC)CCC.C([N+](CCCC)(CCCC)CCCC)CCC.[Br:55][C:56]1[CH:65]=[C:64]2[C:59]([CH2:60][CH2:61][CH2:62][C:63]2=[O:66])=[CH:58][CH:57]=1.C(=O)([O-])[O-].[Li+].[Li+].[Br-].[Li+]. The catalyst is ClCCl.CO. The product is [Br:55][C:56]1[CH:65]=[C:64]2[C:59]([CH:60]=[CH:61][CH:62]=[C:63]2[OH:66])=[CH:58][CH:57]=1. The yield is 0.560. (2) The yield is 0.570. The reactants are C[O:2][C:3](=[O:24])[C:4]1[CH:9]=[CH:8][CH:7]=[C:6]([CH2:10][C:11]2[S:12][C:13]([C:16]3[CH:21]=[CH:20][C:19]([C:22]#[N:23])=[CH:18][CH:17]=3)=[N:14][N:15]=2)[CH:5]=1.CO.[OH-].[Na+].Cl. The catalyst is O.C1COCC1. The product is [C:22]([C:19]1[CH:18]=[CH:17][C:16]([C:13]2[S:12][C:11]([CH2:10][C:6]3[CH:5]=[C:4]([CH:9]=[CH:8][CH:7]=3)[C:3]([OH:24])=[O:2])=[N:15][N:14]=2)=[CH:21][CH:20]=1)#[N:23]. (3) The reactants are B(Br)(Br)Br.[Cl:5][C:6]1[CH:7]=[C:8]([CH:48]=[CH:49][C:50]=1[Cl:51])[CH:9]=[C:10]1[S:14][C:13](=[O:15])[N:12]([CH2:16][C:17]2[CH:22]=[C:21]([O:23]CC3C=CC=CC=3)[C:20]([O:31]CC3C=CC=CC=3)=[C:19]([O:39]CC3C=CC=CC=3)[CH:18]=2)[C:11]1=[O:47].O. The catalyst is ClCCl. The product is [Cl:5][C:6]1[CH:7]=[C:8]([CH:48]=[CH:49][C:50]=1[Cl:51])[CH:9]=[C:10]1[S:14][C:13](=[O:15])[N:12]([CH2:16][C:17]2[CH:18]=[C:19]([OH:39])[C:20]([OH:31])=[C:21]([OH:23])[CH:22]=2)[C:11]1=[O:47]. The yield is 0.472. (4) The reactants are [NH:1]1[CH2:6][CH2:5][CH2:4][C@@H:3]([CH2:7][NH:8][C:9](=[O:15])[O:10][CH2:11][CH2:12][O:13][CH3:14])[CH2:2]1.Cl[C:17]1[C:26]2[C:21](=[CH:22][C:23]([CH3:27])=[CH:24][CH:25]=2)[N:20]=[C:19]([C:28]2[C:33]([F:34])=[CH:32][CH:31]=[CH:30][C:29]=2[OH:35])[N:18]=1.C(N(CC)CC)C. The catalyst is C(Cl)Cl. The product is [F:34][C:33]1[CH:32]=[CH:31][CH:30]=[C:29]([OH:35])[C:28]=1[C:19]1[N:18]=[C:17]([N:1]2[CH2:6][CH2:5][CH2:4][C@@H:3]([CH2:7][NH:8][C:9](=[O:15])[O:10][CH2:11][CH2:12][O:13][CH3:14])[CH2:2]2)[C:26]2[C:21](=[CH:22][C:23]([CH3:27])=[CH:24][CH:25]=2)[N:20]=1. The yield is 0.880.